This data is from Forward reaction prediction with 1.9M reactions from USPTO patents (1976-2016). The task is: Predict the product of the given reaction. Given the reactants [CH2:1]([N:3]([CH2:32][CH3:33])[C:4]([C:6]1[CH:7]=[CH:8][C:9]2[C:10](O)([CH:24]3[CH2:29][CH2:28][N:27]([CH3:30])[CH2:26][CH2:25]3)[C:11]3[C:16]([O:17][C:18]=2[CH:19]=1)=[CH:15][CH:14]=[C:13]([NH:20][C:21](=[O:23])[CH3:22])[CH:12]=3)=[O:5])[CH3:2].FC(F)(F)S(O)(=O)=O.[OH-].[Na+], predict the reaction product. The product is: [CH2:32]([N:3]([CH2:1][CH3:2])[C:4]([C:6]1[CH:7]=[CH:8][C:9]2[C:10](=[C:24]3[CH2:25][CH2:26][N:27]([CH3:30])[CH2:28][CH2:29]3)[C:11]3[C:16]([O:17][C:18]=2[CH:19]=1)=[CH:15][CH:14]=[C:13]([NH:20][C:21](=[O:23])[CH3:22])[CH:12]=3)=[O:5])[CH3:33].